Dataset: Full USPTO retrosynthesis dataset with 1.9M reactions from patents (1976-2016). Task: Predict the reactants needed to synthesize the given product. (1) Given the product [C:21]([O:25][C:26]([N:28]1[CH2:29][CH2:30][CH2:31][C:32]1=[O:33])=[O:27])([CH3:24])([CH3:22])[CH3:23], predict the reactants needed to synthesize it. The reactants are: F[P-](F)(F)(F)(F)F.CN(C)C=[N+](C)C.CC(C)([O-])C.[K+].[C:21]([O:25][C:26]([N:28]1[C:32](=[O:33])[CH2:31][CH2:30][C@H:29]1CC1C=CC(C2C=CC=CC=2)=CC=1)=[O:27])([CH3:24])([CH3:23])[CH3:22]. (2) Given the product [Cl:1][C:2]1[N:3]=[CH:4][C:5]([C@H:20]([OH:21])[CH2:22][OH:12])=[CH:6][C:7]=1[F:8], predict the reactants needed to synthesize it. The reactants are: [Cl:1][C:2]1[C:7]([F:8])=[CH:6][C:5](C=C)=[CH:4][N:3]=1.S([O-])([O-])=[O:12].[Na+].[Na+].CCO[C:20]([CH3:22])=[O:21]. (3) Given the product [NH2:40][C:41]1[N:46]([CH2:47][CH2:48][CH2:49][CH3:50])[C:45](=[O:51])[N:44]([CH2:52][C:53]2[CH:58]=[CH:57][CH:56]=[CH:55][C:54]=2[F:59])[C:43](=[O:60])[C:42]=1[NH:61][C:62]([CH2:63][C:64]1[CH:65]=[CH:66][C:67]([NH:70][C:25]([C:23]2[N:22]=[CH:21][N:20]([C:1]([C:14]3[CH:15]=[CH:16][CH:17]=[CH:18][CH:19]=3)([C:2]3[CH:7]=[CH:6][CH:5]=[CH:4][CH:3]=3)[C:8]3[CH:9]=[CH:10][CH:11]=[CH:12][CH:13]=3)[CH:24]=2)=[O:26])=[CH:68][CH:69]=1)=[O:71], predict the reactants needed to synthesize it. The reactants are: [C:1]([N:20]1[CH:24]=[C:23]([C:25](O)=[O:26])[N:22]=[CH:21]1)([C:14]1[CH:19]=[CH:18][CH:17]=[CH:16][CH:15]=1)([C:8]1[CH:13]=[CH:12][CH:11]=[CH:10][CH:9]=1)[C:2]1[CH:7]=[CH:6][CH:5]=[CH:4][CH:3]=1.O.ON1C2C=CC=CC=2N=N1.Cl.[NH2:40][C:41]1[N:46]([CH2:47][CH2:48][CH2:49][CH3:50])[C:45](=[O:51])[N:44]([CH2:52][C:53]2[CH:58]=[CH:57][CH:56]=[CH:55][C:54]=2[F:59])[C:43](=[O:60])[C:42]=1[NH:61][C:62](=[O:71])[CH2:63][C:64]1[CH:69]=[CH:68][C:67]([NH2:70])=[CH:66][CH:65]=1.C(N(CC)C(C)C)(C)C. (4) Given the product [CH3:31][O:33][C:2]1[CH:9]=[C:8]([O:10][CH2:11][C:12]2[S:16][C:15]([C:17]3[CH:22]=[CH:21][C:20]([C:23]([F:26])([F:25])[F:24])=[CH:19][CH:18]=3)=[N:14][C:13]=2[CH3:27])[CH:7]=[CH:6][C:3]=1[C:4]#[N:5], predict the reactants needed to synthesize it. The reactants are: F[C:2]1[CH:9]=[C:8]([O:10][CH2:11][C:12]2[S:16][C:15]([C:17]3[CH:22]=[CH:21][C:20]([C:23]([F:26])([F:25])[F:24])=[CH:19][CH:18]=3)=[N:14][C:13]=2[CH3:27])[CH:7]=[CH:6][C:3]=1[C:4]#[N:5].C[O-].[Na+].[C:31](OCC)(=[O:33])C. (5) Given the product [F:1][C:2]1[CH:3]=[CH:4][C:5]([C:8]2[CH:9]=[CH:10][C:11]([C@@H:14]([N:16]3[CH2:21][CH2:20][C@@:19]([C:25]4[CH:26]=[CH:27][C:28]([F:31])=[CH:29][CH:30]=4)([CH2:22][CH2:23][N:36]4[CH2:37][CH2:38][C@@H:34]([F:33])[CH2:35]4)[O:18][C:17]3=[O:32])[CH3:15])=[CH:12][CH:13]=2)=[CH:6][CH:7]=1, predict the reactants needed to synthesize it. The reactants are: [F:1][C:2]1[CH:7]=[CH:6][C:5]([C:8]2[CH:13]=[CH:12][C:11]([C@@H:14]([N:16]3[CH2:21][CH2:20][C@@:19]([C:25]4[CH:30]=[CH:29][C:28]([F:31])=[CH:27][CH:26]=4)([CH2:22][CH2:23]O)[O:18][C:17]3=[O:32])[CH3:15])=[CH:10][CH:9]=2)=[CH:4][CH:3]=1.[F:33][C@@H:34]1[CH2:38][CH2:37][NH:36][CH2:35]1. (6) Given the product [F:8][C:6]1[CH:5]=[CH:4][C:3]([C:9]2[N:14]=[CH:13][N:12]=[C:11]([NH:15][C:16]3[CH:31]=[CH:30][CH:29]=[C:18]([CH2:19][S:20]([CH3:22])(=[NH:23])=[O:21])[CH:17]=3)[N:10]=2)=[C:2]([O:37][CH2:36][CH2:35][CH2:34][C:33]([F:39])([F:38])[F:32])[CH:7]=1, predict the reactants needed to synthesize it. The reactants are: F[C:2]1[CH:7]=[C:6]([F:8])[CH:5]=[CH:4][C:3]=1[C:9]1[N:14]=[CH:13][N:12]=[C:11]([NH:15][C:16]2[CH:17]=[C:18]([CH:29]=[CH:30][CH:31]=2)[CH2:19][S:20](=[N:23]C(=O)OCC)([CH3:22])=[O:21])[N:10]=1.[F:32][C:33]([F:39])([F:38])[CH2:34][CH2:35][CH2:36][OH:37]. (7) Given the product [CH:10]1[C:9]2[CH2:8][C:20]3[C:15](=[CH:16][CH:17]=[CH:18][CH:19]=3)[C:14]=2[CH:13]=[CH:12][CH:11]=1, predict the reactants needed to synthesize it. The reactants are: COCCOCC[C:8]1(CCOCCOC)[C:20]2[CH:19]=[C:18](C=C)[CH:17]=[CH:16][C:15]=2[C:14]2[C:9]1=[CH:10][C:11](C=C)=[CH:12][CH:13]=2.CC(N=NC(C#N)(C)C)(C#N)C.